Task: Predict the reaction yield, written as a fraction of the theoretical maximum amount of product (1.0 means a 100% yield; for example, 0.34 means a 34% yield).. Dataset: Reaction yield outcomes from USPTO patents with 853,638 reactions (1) The reactants are [CH:1]1[C:10]2[C@@H:11]3[CH2:16][NH:15][CH2:14][CH2:13][C@@H:12]3[N:8]3[C:9]=2[C:4]([CH2:5][CH2:6][CH2:7]3)=[CH:3][CH:2]=1.Cl[CH2:18][CH2:19][CH2:20][C:21]([C:23]1[CH:28]=[CH:27][C:26]([F:29])=[CH:25][CH:24]=1)=[O:22].C([O-])([O-])=O.[K+].[K+]. The catalyst is O1CCOCC1.C(Cl)(Cl)Cl. The product is [CH:1]1[C:10]2[C@@H:11]3[CH2:16][N:15]([CH2:18][CH2:19][CH2:20][C:21]([C:23]4[CH:24]=[CH:25][C:26]([F:29])=[CH:27][CH:28]=4)=[O:22])[CH2:14][CH2:13][C@@H:12]3[N:8]3[C:9]=2[C:4]([CH2:5][CH2:6][CH2:7]3)=[CH:3][CH:2]=1. The yield is 0.580. (2) The reactants are [Si:1]([O:8][C:9]1[CH:14]=[CH:13][C:12]([C:15]2[N:16]=[C:17](/[CH:22]=[CH:23]/[C:24]3[CH:29]=[CH:28][CH:27]=[CH:26][CH:25]=3)[C:18]([NH2:21])=[N:19][CH:20]=2)=[CH:11][CH:10]=1)([C:4]([CH3:7])([CH3:6])[CH3:5])([CH3:3])[CH3:2].[Si:30]([O:37][C:38]1[CH:43]=[CH:42][C:41]([CH2:44][C:45](Cl)=[O:46])=[CH:40][CH:39]=1)([C:33]([CH3:36])([CH3:35])[CH3:34])([CH3:32])[CH3:31].O. The catalyst is CN(C)C1C=CN=CC=1.N1C=CC=CC=1. The product is [Si:30]([O:37][C:38]1[CH:39]=[CH:40][C:41]([CH2:44][C:45]([NH:21][C:18]2[C:17](/[CH:22]=[CH:23]/[C:24]3[CH:29]=[CH:28][CH:27]=[CH:26][CH:25]=3)=[N:16][C:15]([C:12]3[CH:11]=[CH:10][C:9]([O:8][Si:1]([C:4]([CH3:7])([CH3:5])[CH3:6])([CH3:2])[CH3:3])=[CH:14][CH:13]=3)=[CH:20][N:19]=2)=[O:46])=[CH:42][CH:43]=1)([C:33]([CH3:36])([CH3:35])[CH3:34])([CH3:32])[CH3:31]. The yield is 0.697. (3) The reactants are [NH2:1][C:2]1[CH:9]=[CH:8][CH:7]=[CH:6][C:3]=1[CH2:4]O.[BrH:10].[C:11]1([P:17]([C:24]2[CH:29]=[CH:28][CH:27]=[CH:26][CH:25]=2)[C:18]2[CH:23]=[CH:22][CH:21]=[CH:20][CH:19]=2)[CH:16]=[CH:15][CH:14]=[CH:13][CH:12]=1. The catalyst is C(#N)C. The product is [Br-:10].[C:24]1([P+:17]([C:11]2[CH:12]=[CH:13][CH:14]=[CH:15][CH:16]=2)([C:18]2[CH:23]=[CH:22][CH:21]=[CH:20][CH:19]=2)[CH2:4][C:3]2[CH:6]=[CH:7][CH:8]=[CH:9][C:2]=2[NH2:1])[CH:25]=[CH:26][CH:27]=[CH:28][CH:29]=1. The yield is 0.880. (4) The product is [NH2:18][C:4]1[CH:3]=[C:2]([Cl:1])[CH:17]=[CH:16][C:5]=1[O:6][C:7]1[CH:8]=[C:9]([CH:13]=[CH:14][CH:15]=1)[C:10]([NH2:12])=[O:11]. The yield is 0.830. No catalyst specified. The reactants are [Cl:1][C:2]1[CH:17]=[CH:16][C:5]([O:6][C:7]2[CH:8]=[C:9]([CH:13]=[CH:14][CH:15]=2)[C:10]([NH2:12])=[O:11])=[C:4]([N+:18]([O-])=O)[CH:3]=1.Cl[Sn]Cl. (5) The reactants are [CH3:1][O:2][CH2:3][CH2:4][O:5][C:6]1[CH:7]=[C:8]2[C:12](=[C:13]([N:15]([CH3:24])[S:16]([C:19]3[S:20][CH:21]=[CH:22][CH:23]=3)(=[O:18])=[O:17])[CH:14]=1)[NH:11][C:10]([C:25]([NH2:27])=O)=[CH:9]2.COC1C=CC(P2(SP(C3C=CC(OC)=CC=3)(=S)S2)=[S:37])=CC=1.[C:50]([O:55][CH2:56][CH3:57])(=[O:54])[C:51]#[C:52][CH3:53].C(P(CCCC)CCCC)CCC. The catalyst is O1CCCC1.C1(C)C=CC=CC=1. The product is [CH3:1][O:2][CH2:3][CH2:4][O:5][C:6]1[CH:7]=[C:8]2[C:12](=[C:13]([N:15]([CH3:24])[S:16]([C:19]3[S:20][CH:21]=[CH:22][CH:23]=3)(=[O:18])=[O:17])[CH:14]=1)[NH:11][C:10]([C:25]1[S:37][CH:52]([CH2:51][C:50]([O:55][CH2:56][CH3:57])=[O:54])[CH2:53][N:27]=1)=[CH:9]2. The yield is 0.420.